Dataset: Reaction yield outcomes from USPTO patents with 853,638 reactions. Task: Predict the reaction yield, written as a fraction of the theoretical maximum amount of product (1.0 means a 100% yield; for example, 0.34 means a 34% yield). (1) The reactants are [Cl:1][C:2]1[CH:10]=[CH:9][C:8]([S:11][CH3:12])=[CH:7][C:3]=1[C:4]([OH:6])=[O:5].S(Cl)(Cl)=O.[CH3:17]O. No catalyst specified. The product is [Cl:1][C:2]1[CH:10]=[CH:9][C:8]([S:11][CH3:12])=[CH:7][C:3]=1[C:4]([O:6][CH3:17])=[O:5]. The yield is 1.00. (2) The reactants are [H-].[Na+].CN(C)C=O.[Br:8][C:9]1[CH:14]=[CH:13][N:12]=[C:11]([NH:15][C:16](=[O:18])[CH3:17])[CH:10]=1.[CH3:19][O:20][C:21]1[CH:28]=[CH:27][C:24]([CH2:25]Br)=[CH:23][CH:22]=1. The catalyst is CCOC(C)=O.CCCCCC. The product is [Br:8][C:9]1[CH:14]=[CH:13][N:12]=[C:11]([N:15]([CH2:25][C:24]2[CH:27]=[CH:28][C:21]([O:20][CH3:19])=[CH:22][CH:23]=2)[C:16](=[O:18])[CH3:17])[CH:10]=1. The yield is 0.767. (3) The reactants are [Br:1][C:2]1[CH:3]=[C:4]([CH2:8]O)[CH:5]=[N:6][CH:7]=1.P(Br)(Br)[Br:11].CCN(CC)CC. The catalyst is C(Cl)Cl. The product is [Br:1][C:2]1[CH:7]=[N:6][CH:5]=[C:4]([CH2:8][Br:11])[CH:3]=1. The yield is 0.690. (4) The reactants are F[C:2]1[CH:3]=[CH:4][C:5]2[C:6]3[N:7]([N:24]=[C:25]([NH2:27])[N:26]=3)[C:8]([CH2:12][C:13]3[C:21]4[C:16](=[CH:17][CH:18]=[C:19]([O:22][CH3:23])[CH:20]=4)[NH:15][CH:14]=3)=[N:9][C:10]=2[CH:11]=1.O1C2C=CC(CC3N4N=C(N)N=C4C4C=CC(F)=CC=4N=3)=CC=2OC1.[OH:53][CH2:54][CH2:55][NH2:56]. No catalyst specified. The product is [NH2:27][C:25]1[N:26]=[C:6]2[N:7]([C:8]([CH2:12][C:13]3[C:21]4[C:16](=[CH:17][CH:18]=[C:19]([O:22][CH3:23])[CH:20]=4)[NH:15][CH:14]=3)=[N:9][C:10]3[CH:11]=[C:2]([NH:56][CH2:55][CH2:54][OH:53])[CH:3]=[CH:4][C:5]=32)[N:24]=1. The yield is 0.350. (5) The reactants are [Cl:1][C:2]1[C:3]([OH:18])=[CH:4][C:5](=[O:17])[N:6]([C:8]2[CH:15]=[CH:14][C:11]([C:12]#[N:13])=[C:10]([F:16])[CH:9]=2)[CH:7]=1.O[CH:20]1[CH2:25][CH2:24][N:23]([C:26]([O:28][C:29]([CH3:32])([CH3:31])[CH3:30])=[O:27])[CH2:22][CH:21]1[CH3:33].C1(P(C2C=CC=CC=2)C2C=CC=CC=2)C=CC=CC=1.CCOC(/N=N/C(OCC)=O)=O. The catalyst is C1COCC1. The product is [Cl:1][C:2]1[C:3]([O:18][C@@H:20]2[CH2:25][CH2:24][N:23]([C:26]([O:28][C:29]([CH3:32])([CH3:31])[CH3:30])=[O:27])[CH2:22][C@H:21]2[CH3:33])=[CH:4][C:5](=[O:17])[N:6]([C:8]2[CH:15]=[CH:14][C:11]([C:12]#[N:13])=[C:10]([F:16])[CH:9]=2)[CH:7]=1. The yield is 0.501. (6) The reactants are [CH:1]1([N:6]2[CH2:12][C:11]3([CH2:15][CH2:14][CH2:13]3)[C:10](=[O:16])[N:9]([CH3:17])[C:8]3[CH:18]=[N:19][C:20]([NH:22][C:23]4[CH:31]=[CH:30][C:26]([C:27](O)=[O:28])=[CH:25][C:24]=4[F:32])=[N:21][C:7]2=3)[CH2:5][CH2:4][CH2:3][CH2:2]1.CCN(C(C)C)C(C)C.CN(C(ON1N=NC2C=CC=CC1=2)=[N+](C)C)C.[B-](F)(F)(F)F.[NH2:64][N:65]1[CH2:70][CH2:69][N:68]([CH3:71])[CH2:67][CH2:66]1. The catalyst is CN(C=O)C. The product is [CH:1]1([N:6]2[CH2:12][C:11]3([CH2:13][CH2:14][CH2:15]3)[C:10](=[O:16])[N:9]([CH3:17])[C:8]3[CH:18]=[N:19][C:20]([NH:22][C:23]4[CH:31]=[CH:30][C:26]([C:27]([NH:64][N:65]5[CH2:70][CH2:69][N:68]([CH3:71])[CH2:67][CH2:66]5)=[O:28])=[CH:25][C:24]=4[F:32])=[N:21][C:7]2=3)[CH2:2][CH2:3][CH2:4][CH2:5]1. The yield is 0.410. (7) The catalyst is ClCCl. The product is [CH2:3]([O:2][P:1]([CH2:23][CH:24]([CH2:35][CH2:36][C:37]([O:39][CH2:40][C:41]1[CH:42]=[CH:43][CH:44]=[CH:45][CH:46]=1)=[O:38])[C:25]([O:27][CH2:28][C:29]1[CH:34]=[CH:33][CH:32]=[CH:31][CH:30]=1)=[O:26])([O:10][CH2:11][C:12]1[CH:17]=[CH:16][CH:15]=[CH:14][CH:13]=1)=[O:18])[C:4]1[CH:9]=[CH:8][CH:7]=[CH:6][CH:5]=1. The yield is 0.420. The reactants are [P:1]([O-:18])([O:10][CH2:11][C:12]1[CH:17]=[CH:16][CH:15]=[CH:14][CH:13]=1)[O:2][CH2:3][C:4]1[CH:9]=[CH:8][CH:7]=[CH:6][CH:5]=1.C[Al](C)C.[CH2:23]=[C:24]([CH2:35][CH2:36][C:37]([O:39][CH2:40][C:41]1[CH:46]=[CH:45][CH:44]=[CH:43][CH:42]=1)=[O:38])[C:25]([O:27][CH2:28][C:29]1[CH:34]=[CH:33][CH:32]=[CH:31][CH:30]=1)=[O:26]. (8) The reactants are [Cl:1][C:2]1[CH:7]=[CH:6][C:5]([C:8]2[S:17][C:11]3[C:12](=[O:16])[NH:13][N:14]=[CH:15][C:10]=3[CH:9]=2)=[CH:4][CH:3]=1.N#N.[H-].[Na+].CS(O[CH2:27][C:28]1[CH:33]=[CH:32][CH:31]=[C:30]([O:34]S(C)(=O)=O)[CH:29]=1)(=O)=O.[OH-].[K+]. The catalyst is CN(C=O)C.CC(O)=O.CO.O. The product is [Cl:1][C:2]1[CH:3]=[CH:4][C:5]([C:8]2[S:17][C:11]3[C:12](=[O:16])[N:13]([CH2:27][C:28]4[CH:33]=[CH:32][CH:31]=[C:30]([OH:34])[CH:29]=4)[N:14]=[CH:15][C:10]=3[CH:9]=2)=[CH:6][CH:7]=1. The yield is 0.650. (9) The reactants are [N+]([C:4]1[CH:11]=[CH:10][CH:9]=[C:6]([C:7]#[N:8])[C:5]=1[C:12]#[N:13])([O-])=O.[NH2:14][C:15]1[CH:16]=[C:17]([OH:21])[CH:18]=[CH:19][CH:20]=1. No catalyst specified. The product is [NH2:14][C:15]1[CH:16]=[C:17]([CH:18]=[CH:19][CH:20]=1)[O:21][C:11]1[CH:4]=[C:5]([C:12]#[N:13])[C:6](=[CH:9][CH:10]=1)[C:7]#[N:8]. The yield is 0.930. (10) The reactants are [C:1]1([C:7]2[CH:8]=[C:9]3[C:13](=[CH:14][CH:15]=2)[NH:12][C:11](=[O:16])[CH2:10]3)[CH:6]=[CH:5][CH:4]=[CH:3][CH:2]=1.[N:17]1([CH2:22][CH2:23][CH2:24][NH:25][C:26]([C:28]2[C:32]([CH3:33])=[C:31]([CH:34]=O)[NH:30][C:29]=2[CH3:36])=[O:27])[CH:21]=[CH:20][N:19]=[CH:18]1. No catalyst specified. The product is [N:17]1([CH2:22][CH2:23][CH2:24][NH:25][C:26]([C:28]2[C:32]([CH3:33])=[C:31]([CH:34]=[C:10]3[C:9]4[C:13](=[CH:14][CH:15]=[C:7]([C:1]5[CH:2]=[CH:3][CH:4]=[CH:5][CH:6]=5)[CH:8]=4)[NH:12][C:11]3=[O:16])[NH:30][C:29]=2[CH3:36])=[O:27])[CH:21]=[CH:20][N:19]=[CH:18]1. The yield is 0.590.